From a dataset of Full USPTO retrosynthesis dataset with 1.9M reactions from patents (1976-2016). Predict the reactants needed to synthesize the given product. (1) Given the product [CH3:1][O:2][C:3](=[O:30])[CH2:4][C:5]1[CH:6]=[C:7]([C:13]2[CH:18]=[CH:17][C:16]([C:19]([F:21])([F:20])[F:22])=[CH:15][C:14]=2[CH2:23][N:24]([C:31](=[O:33])[CH3:32])[CH2:25][C:26]([CH3:27])([CH3:29])[CH3:28])[C:8]([O:11][CH3:12])=[CH:9][CH:10]=1, predict the reactants needed to synthesize it. The reactants are: [CH3:1][O:2][C:3](=[O:30])[CH2:4][C:5]1[CH:6]=[C:7]([C:13]2[CH:18]=[CH:17][C:16]([C:19]([F:22])([F:21])[F:20])=[CH:15][C:14]=2[CH2:23][NH:24][CH2:25][C:26]([CH3:29])([CH3:28])[CH3:27])[C:8]([O:11][CH3:12])=[CH:9][CH:10]=1.[C:31](Cl)(=[O:33])[CH3:32]. (2) Given the product [F:24][C:25]1[N:26]=[CH:27][N:28]=[C:29]([S:3][C:4]2[CH:13]=[CH:12][C:11]3[C:10]4[C:14]5[NH:21][CH2:20][C@@H:19]([CH3:22])[NH:18][C:17](=[O:23])[C:15]=5[S:16][C:9]=4[CH:8]=[CH:7][C:6]=3[N:5]=2)[CH:30]=1, predict the reactants needed to synthesize it. The reactants are: [H-].[Na+].[SH:3][C:4]1[CH:13]=[CH:12][C:11]2[C:10]3[C:14]4[NH:21][CH2:20][C@@H:19]([CH3:22])[NH:18][C:17](=[O:23])[C:15]=4[S:16][C:9]=3[CH:8]=[CH:7][C:6]=2[N:5]=1.[F:24][C:25]1[CH:30]=[C:29](F)[N:28]=[CH:27][N:26]=1.